Dataset: Reaction yield outcomes from USPTO patents with 853,638 reactions. Task: Predict the reaction yield, written as a fraction of the theoretical maximum amount of product (1.0 means a 100% yield; for example, 0.34 means a 34% yield). (1) The reactants are [CH3:1][Si:2]([C:5]#[CH:6])([CH3:4])[CH3:3].Br[C:8]1[C:9]([NH2:15])=[N:10][CH:11]=[C:12]([Br:14])[N:13]=1.CN(C=O)C. The catalyst is CCOC(C)=O.O.[Cu]I.C1C=CC([P]([Pd]([P](C2C=CC=CC=2)(C2C=CC=CC=2)C2C=CC=CC=2)([P](C2C=CC=CC=2)(C2C=CC=CC=2)C2C=CC=CC=2)[P](C2C=CC=CC=2)(C2C=CC=CC=2)C2C=CC=CC=2)(C2C=CC=CC=2)C2C=CC=CC=2)=CC=1. The product is [Br:14][C:12]1[N:13]=[C:8]([C:6]#[C:5][Si:2]([CH3:4])([CH3:3])[CH3:1])[C:9]([NH2:15])=[N:10][CH:11]=1. The yield is 0.750. (2) The reactants are CS(O[CH:6]1[CH2:11][CH2:10][N:9]([C:12]([O:14][C:15]([CH3:18])([CH3:17])[CH3:16])=[O:13])[CH2:8][CH2:7]1)(=O)=O.[F:19][C:20]([F:30])([F:29])[O:21][C:22]1[CH:27]=[CH:26][C:25]([SH:28])=[CH:24][CH:23]=1. No catalyst specified. The product is [F:30][C:20]([F:19])([F:29])[O:21][C:22]1[CH:23]=[CH:24][C:25]([S:28][CH:6]2[CH2:7][CH2:8][N:9]([C:12]([O:14][C:15]([CH3:16])([CH3:17])[CH3:18])=[O:13])[CH2:10][CH2:11]2)=[CH:26][CH:27]=1. The yield is 0.410. (3) The reactants are C([C@H:4]1[CH2:7][C@H:6]([N:8]2[C:13](=[O:14])[C:12]([CH2:15][C:16]3[CH:21]=[CH:20][C:19]([C:22]4[C:23]([C:28]#[N:29])=[CH:24][CH:25]=[CH:26][CH:27]=4)=[CH:18][C:17]=3[F:30])=[C:11]([CH2:31][CH2:32][CH3:33])[N:10]3[N:34]=[CH:35][N:36]=[C:9]23)[CH2:5]1)(=O)C.OO.FC(F)(F)C(OC(=O)C(F)(F)F)=[O:42].C(=O)([O-])O.[Na+].S([O-])([O-])(=O)=S.[Na+].[Na+]. The catalyst is C(Cl)(Cl)Cl. The product is [F:30][C:17]1[CH:18]=[C:19]([C:22]2[C:23]([C:28]#[N:29])=[CH:24][CH:25]=[CH:26][CH:27]=2)[CH:20]=[CH:21][C:16]=1[CH2:15][C:12]1[C:13](=[O:14])[N:8]([C@H:6]2[CH2:5][C@H:4]([OH:42])[CH2:7]2)[C:9]2[N:10]([N:34]=[CH:35][N:36]=2)[C:11]=1[CH2:31][CH2:32][CH3:33]. The yield is 0.620. (4) The reactants are [CH3:1][O:2][C:3](=[O:13])[C:4]1[CH:9]=[CH:8][C:7]([OH:10])=[C:6]([CH:11]=O)[CH:5]=1.[F:14][C:15]([F:25])([F:24])[C:16]1[CH:23]=[CH:22][C:19]([CH2:20]Br)=[CH:18][CH:17]=1.C(=O)([O-])[O-].[K+].[K+]. The catalyst is CN(C=O)C. The product is [CH3:1][O:2][C:3]([C:4]1[CH:9]=[CH:8][C:7]2[O:10][C:20]([C:19]3[CH:18]=[CH:17][C:16]([C:15]([F:14])([F:24])[F:25])=[CH:23][CH:22]=3)=[CH:11][C:6]=2[CH:5]=1)=[O:13]. The yield is 0.420. (5) The reactants are [NH2:1][C:2]1[CH:7]=[CH:6][CH:5]=[CH:4][CH:3]=1.[H-].[Na+].[Cl:10][C:11]1[C:16]([CH:17]=[O:18])=[C:15](Cl)[N:14]=[C:13]([S:20][CH3:21])[N:12]=1.O. The catalyst is CS(C)=O.CCOC(C)=O. The product is [Cl:10][C:11]1[C:16]([CH:17]=[O:18])=[C:15]([NH:1][C:2]2[CH:7]=[CH:6][CH:5]=[CH:4][CH:3]=2)[N:14]=[C:13]([S:20][CH3:21])[N:12]=1. The yield is 0.760.